Dataset: Full USPTO retrosynthesis dataset with 1.9M reactions from patents (1976-2016). Task: Predict the reactants needed to synthesize the given product. (1) Given the product [CH2:36]([O:30][C:29](=[O:31])[C:28]1[CH:32]=[CH:33][C:25]([NH:24][C:22]([C:19]2[CH:20]=[CH:21][C:16]3[O:15][CH2:14][CH2:13][N:12]([S:9]([C:3]4[CH:4]=[C:5]([F:8])[CH:6]=[CH:7][C:2]=4[F:1])(=[O:10])=[O:11])[C:17]=3[CH:18]=2)=[O:23])=[CH:26][C:27]=1[F:34])[CH3:37], predict the reactants needed to synthesize it. The reactants are: [F:1][C:2]1[CH:7]=[CH:6][C:5]([F:8])=[CH:4][C:3]=1[S:9]([N:12]1[C:17]2[CH:18]=[C:19]([C:22]([NH:24][C:25]3[CH:33]=[CH:32][C:28]([C:29]([OH:31])=[O:30])=[C:27]([F:34])[CH:26]=3)=[O:23])[CH:20]=[CH:21][C:16]=2[O:15][CH2:14][CH2:13]1)(=[O:11])=[O:10].F[C:36]1C=CC(F)=C[C:37]=1S(Cl)(=O)=O. (2) Given the product [CH2:13]([C:5]1[CH:6]=[CH:7][C:2]([C:1]([OH:9])=[O:8])=[CH:3][N:4]=1)[CH:14]([CH3:19])[CH3:15], predict the reactants needed to synthesize it. The reactants are: [C:1]([OH:9])(=[O:8])[C:2]1[CH:7]=[CH:6][CH:5]=[N:4][CH:3]=1.C(O[C:13](=O)[C:14]1[CH:19]=CC(Cl)=N[CH:15]=1)C.C([Mg]Cl)C(C)C. (3) Given the product [F:8][CH:9]([F:29])[CH2:10][O:11][CH:12]1[C:17]([O:20][CH3:21])([O:18][CH3:19])[CH2:16][CH2:15][N:14]([C:22](=[O:23])[C:38]([F:49])([F:48])[F:37])[CH2:13]1, predict the reactants needed to synthesize it. The reactants are: Cl.C(OCC)(=O)C.[F:8][CH:9]([F:29])[CH2:10][O:11][CH:12]1[C:17]([O:20][CH3:21])([O:18][CH3:19])[CH2:16][CH2:15][N:14]([C:22](OC(C)(C)C)=[O:23])[CH2:13]1.C(NC(C)C)(C)C.[F:37][C:38]([F:49])([F:48])C(OC(=O)[C:38]([F:49])([F:48])[F:37])=O. (4) Given the product [CH3:1][O:2][C:3]([C:5]1[C:14]([O:15][CH2:3][C:5]2[CH:14]=[CH:13][CH:12]=[CH:7][CH:6]=2)=[CH:13][C:12]2[C:7](=[CH:8][C:9]([O:16][CH2:17][C:18]([OH:20])=[O:19])=[CH:10][CH:11]=2)[CH:6]=1)=[O:4], predict the reactants needed to synthesize it. The reactants are: [CH3:1][O:2][C:3]([C:5]1[C:14]([OH:15])=[CH:13][C:12]2[C:7](=[CH:8][C:9]([O:16][CH2:17][C:18]([O:20]C(C)(C)C)=[O:19])=[CH:10][CH:11]=2)[CH:6]=1)=[O:4].O. (5) The reactants are: F[C:2]1[CH:3]=[C:4]([CH:7]=[C:8]([C:10]([F:13])([F:12])[F:11])[CH:9]=1)[C:5]#[N:6].[NH:14]1[CH2:19][CH2:18][NH:17][CH2:16][CH2:15]1.O. Given the product [C:5]([C:4]1[CH:3]=[C:2]([N:14]2[CH2:19][CH2:18][NH:17][CH2:16][CH2:15]2)[CH:9]=[C:8]([C:10]([F:13])([F:12])[F:11])[CH:7]=1)#[N:6], predict the reactants needed to synthesize it. (6) Given the product [CH3:21][N:22]1[CH2:27][CH2:26][N:25]([C:2]2[CH:3]=[CH:4][C:5]([N+:18]([O-:20])=[O:19])=[C:6]([NH:8][S:9]([C:12]3[CH:17]=[CH:16][CH:15]=[CH:14][CH:13]=3)(=[O:11])=[O:10])[CH:7]=2)[CH2:24][CH2:23]1, predict the reactants needed to synthesize it. The reactants are: F[C:2]1[CH:3]=[CH:4][C:5]([N+:18]([O-:20])=[O:19])=[C:6]([NH:8][S:9]([C:12]2[CH:17]=[CH:16][CH:15]=[CH:14][CH:13]=2)(=[O:11])=[O:10])[CH:7]=1.[CH3:21][N:22]1[CH2:27][CH2:26][NH:25][CH2:24][CH2:23]1.[OH-].[Na+]. (7) Given the product [CH2:1]([NH:4][C:5]1[N:14]=[C:13]([NH:15][C:26](=[O:27])[NH:25][C:21]([CH3:24])([CH3:23])[CH3:22])[C:12]2[C:7](=[CH:8][CH:9]=[C:10]([N+:16]([O-:18])=[O:17])[CH:11]=2)[N:6]=1)[CH:2]=[CH2:3], predict the reactants needed to synthesize it. The reactants are: [CH2:1]([NH:4][C:5]1[N:14]=[C:13]([NH2:15])[C:12]2[C:7](=[CH:8][CH:9]=[C:10]([N+:16]([O-:18])=[O:17])[CH:11]=2)[N:6]=1)[CH:2]=[CH2:3].[H-].[Na+].[C:21]([N:25]=[C:26]=[O:27])([CH3:24])([CH3:23])[CH3:22]. (8) Given the product [N:10]1([C:7]2[CH:8]=[CH:9][C:4]([NH2:1])=[N:5][CH:6]=2)[CH2:14][CH2:13][CH2:12][CH2:11]1, predict the reactants needed to synthesize it. The reactants are: [N+:1]([C:4]1[CH:9]=[CH:8][C:7]([N:10]2[CH2:14][CH2:13][CH2:12][CH2:11]2)=[CH:6][N:5]=1)([O-])=O. (9) Given the product [O:12]1[C:8]([C:5]2[CH:4]=[CH:3][C:2]([CH:1]=[O:21])=[CH:7][CH:6]=2)=[N:9][CH:10]=[N:11]1, predict the reactants needed to synthesize it. The reactants are: [CH3:1][C:2]1[CH:7]=[CH:6][C:5]([C:8]2[O:12][N:11]=[CH:10][N:9]=2)=[CH:4][CH:3]=1.CC1C=CC(C2[O:21]C=CN=2)=CC=1.